From a dataset of Forward reaction prediction with 1.9M reactions from USPTO patents (1976-2016). Predict the product of the given reaction. (1) Given the reactants [CH3:1][O:2][C:3]1[CH:8]=[CH:7][C:6]([N+:9]([O-])=O)=[CH:5][C:4]=1[C:12]1[N:17]2[N:18]=[CH:19][C:20]([C:21]([O:23][CH2:24][CH3:25])=[O:22])=[C:16]2[N:15]=[CH:14][CH:13]=1.[H][H], predict the reaction product. The product is: [NH2:9][C:6]1[CH:7]=[CH:8][C:3]([O:2][CH3:1])=[C:4]([C:12]2[N:17]3[N:18]=[CH:19][C:20]([C:21]([O:23][CH2:24][CH3:25])=[O:22])=[C:16]3[N:15]=[CH:14][CH:13]=2)[CH:5]=1. (2) Given the reactants [CH3:1][O:2][C:3]1[CH:22]=[CH:21][C:6]([CH2:7][CH2:8][CH:9]2[C:16]3[CH:15]=[C:14]([C:17]([O:19]C)=[O:18])[NH:13][C:12]=3[CH2:11][CH2:10]2)=[CH:5][CH:4]=1.O.[OH-].[Li+], predict the reaction product. The product is: [CH3:1][O:2][C:3]1[CH:22]=[CH:21][C:6]([CH2:7][CH2:8][CH:9]2[C:16]3[CH:15]=[C:14]([C:17]([OH:19])=[O:18])[NH:13][C:12]=3[CH2:11][CH2:10]2)=[CH:5][CH:4]=1.